Dataset: Catalyst prediction with 721,799 reactions and 888 catalyst types from USPTO. Task: Predict which catalyst facilitates the given reaction. (1) Reactant: [C:1](OC(=O)C)(=[O:3])C.[CH3:8][C:9]1([CH3:31])[CH2:18][C:17]2[C:12](=[C:13]3[CH2:22][C:21]([CH3:24])([CH3:23])[O:20][C:14]3=[C:15]([NH2:19])[CH:16]=2)[C:11]([C:25]2[CH:30]=[CH:29][CH:28]=[CH:27][CH:26]=2)=[N:10]1.[OH-].[Na+]. Product: [CH3:8][C:9]1([CH3:31])[CH2:18][C:17]2[C:12](=[C:13]3[CH2:22][C:21]([CH3:23])([CH3:24])[O:20][C:14]3=[C:15]([NH:19][CH:1]=[O:3])[CH:16]=2)[C:11]([C:25]2[CH:26]=[CH:27][CH:28]=[CH:29][CH:30]=2)=[N:10]1. The catalyst class is: 106. (2) Reactant: P([O-])([O-])([O-])=O.[Na+].[Na+].[Na+].O=C[C@@H]([C@H]([C@@H]([C@@H](CO)O)O)O)O.Br[CH2:22][C:23]([C:25]1[CH:30]=[CH:29][C:28]([C:31]#[N:32])=[CH:27][CH:26]=1)=[O:24].CC([O-])(C)C.[Na+]. Product: [O:24]1[CH2:22][C@@H:23]1[C:25]1[CH:30]=[CH:29][C:28]([C:31]#[N:32])=[CH:27][CH:26]=1. The catalyst class is: 16. (3) Reactant: [NH:1]([CH2:8][CH2:9][C:10]([NH:12][NH:13][C:14]([C:16]1[NH:17][C:18]2[C:23]([CH:24]=1)=[CH:22][C:21]([Cl:25])=[CH:20][CH:19]=2)=[O:15])=[O:11])[C:2]1[CH:7]=[CH:6][CH:5]=[CH:4][CH:3]=1.[CH2:26]=O.O. Product: [O:11]=[C:10]1[CH2:9][CH2:8][N:1]([C:2]2[CH:3]=[CH:4][CH:5]=[CH:6][CH:7]=2)[CH2:26][N:12]1[NH:13][C:14]([C:16]1[NH:17][C:18]2[C:23]([CH:24]=1)=[CH:22][C:21]([Cl:25])=[CH:20][CH:19]=2)=[O:15]. The catalyst class is: 8. (4) Reactant: O1CCCCC1[O:7][CH2:8][CH2:9][CH:10]([C:12]1[CH:21]=[CH:20][C:15]([C:16]([O:18][CH3:19])=[O:17])=[CH:14][CH:13]=1)[CH3:11].C1(C)C=CC(S(O)(=O)=O)=CC=1. Product: [OH:7][CH2:8][CH2:9][CH:10]([C:12]1[CH:13]=[CH:14][C:15]([C:16]([O:18][CH3:19])=[O:17])=[CH:20][CH:21]=1)[CH3:11]. The catalyst class is: 5. (5) Reactant: [CH:1]1([O:7][C:8]([NH:10][CH2:11][C:12]([OH:14])=O)=[O:9])[CH2:6][CH2:5][CH2:4][CH2:3][CH2:2]1.[CH:15]1[C:25]2[CH:24]=[CH:23][C:22]3[CH:26]=[CH:27][CH:28]=[CH:29][C:21]=3[C:20](=[C:30]3[CH2:35][CH2:34][NH:33][CH2:32][CH2:31]3)[C:19]=2[CH:18]=[CH:17][CH:16]=1.Cl.C(N=C=NCCCN(C)C)C.C(N(CC)CC)C. Product: [CH:15]1[C:25]2[CH:24]=[CH:23][C:22]3[CH:26]=[CH:27][CH:28]=[CH:29][C:21]=3[C:20](=[C:30]3[CH2:31][CH2:32][N:33]([C:12](=[O:14])[CH2:11][NH:10][C:8](=[O:9])[O:7][CH:1]4[CH2:2][CH2:3][CH2:4][CH2:5][CH2:6]4)[CH2:34][CH2:35]3)[C:19]=2[CH:18]=[CH:17][CH:16]=1. The catalyst class is: 4. (6) Reactant: [C:1]([O:5][C:6](=[O:14])[NH:7][C@H:8]1[CH2:12][CH2:11][C@H:10]([NH2:13])[CH2:9]1)([CH3:4])([CH3:3])[CH3:2].F[C:16]1[CH:21]=[CH:20][C:19]([CH3:22])=[CH:18][C:17]=1[N+:23]([O-:25])=[O:24].C(=O)([O-])[O-].[K+].[K+]. Product: [C:1]([O:5][C:6](=[O:14])[NH:7][C@H:8]1[CH2:12][CH2:11][C@H:10]([NH:13][C:16]2[CH:21]=[CH:20][C:19]([CH3:22])=[CH:18][C:17]=2[N+:23]([O-:25])=[O:24])[CH2:9]1)([CH3:4])([CH3:2])[CH3:3]. The catalyst class is: 3. (7) Reactant: [NH2:1][CH2:2][CH2:3][CH2:4][OH:5].[C:6](=N)([C:13]1[CH:18]=[CH:17][CH:16]=[CH:15][CH:14]=1)[C:7]1[CH:12]=[CH:11][CH:10]=[CH:9][CH:8]=1. Product: [C:7]1([C:6](=[N:1][CH2:2][CH2:3][CH2:4][OH:5])[C:13]2[CH:14]=[CH:15][CH:16]=[CH:17][CH:18]=2)[CH:12]=[CH:11][CH:10]=[CH:9][CH:8]=1. The catalyst class is: 4.